This data is from hERG Central: cardiac toxicity at 1µM, 10µM, and general inhibition. The task is: Predict hERG channel inhibition at various concentrations. (1) The compound is COc1ccc(CCn2c(=N)c(C(=O)NCCN3CCOCC3)cc3c(=O)n4cccc(C)c4nc32)cc1OC. Results: hERG_inhib (hERG inhibition (general)): blocker. (2) The compound is O=C(NCCN1CCCCC1)c1ccc(Oc2cc(Cl)cc(Cl)c2)o1. Results: hERG_inhib (hERG inhibition (general)): blocker. (3) The molecule is COc1cccc2cc(/C(C)=N/NC(=O)c3ccco3)oc12. Results: hERG_inhib (hERG inhibition (general)): blocker. (4) Results: hERG_inhib (hERG inhibition (general)): blocker. The drug is COc1ccc(CCNC(=O)c2cc3c(=O)n4cccc(C)c4nc3n(CC3CCCO3)c2=N)cc1. (5) The compound is CN1CCN(c2ccc([N+](=O)[O-])cc2NC(=O)c2ccccc2Cl)CC1. Results: hERG_inhib (hERG inhibition (general)): blocker. (6) The drug is CC(OCCN1CCCC1)(c1ccc(F)cc1)c1ccc(F)cc1.Cl. Results: hERG_inhib (hERG inhibition (general)): blocker.